This data is from Full USPTO retrosynthesis dataset with 1.9M reactions from patents (1976-2016). The task is: Predict the reactants needed to synthesize the given product. (1) Given the product [N:8]1[N:5]2[CH:6]=[CH:7][C:2]([C:16]([OH:18])=[O:17])=[CH:3][C:4]2=[CH:10][CH:9]=1, predict the reactants needed to synthesize it. The reactants are: C[C:2]1([C:16]([O-:18])=[O:17])[CH:7]=[CH:6][N:5]2[NH:8][CH:9]=[C:10](C(OCC)=O)[C:4]2=[CH:3]1.[OH-].[Na+]. (2) The reactants are: [NH2:1][C:2]1[C:3]([CH3:17])=[C:4]([C:8]2[N:13]=[C:12]([NH2:14])[N:11]=[C:10]([NH:15][CH3:16])[CH:9]=2)[CH:5]=[CH:6][CH:7]=1.C(N(CC)CC)C.[C:25](Cl)(=[O:28])[CH:26]=[CH2:27]. Given the product [NH2:14][C:12]1[N:13]=[C:8]([C:4]2[C:3]([CH3:17])=[C:2]([NH:1][C:25](=[O:28])[CH:26]=[CH2:27])[CH:7]=[CH:6][CH:5]=2)[CH:9]=[C:10]([NH:15][CH3:16])[N:11]=1, predict the reactants needed to synthesize it. (3) Given the product [NH2:12][C:13]1[N:14]=[C:15]([N:24]2[CH2:25][CH2:26][N:27]([C:30](=[O:40])[CH2:31][O:32][C:33]3[CH:38]=[CH:37][C:36]([Cl:39])=[CH:35][CH:34]=3)[CH2:28][CH2:29]2)[C:16]2[N:22]=[C:21]([C:3]3[C:2]([CH3:1])=[CH:7][CH:6]=[CH:5][C:4]=3[CH3:8])[CH:20]=[CH:19][C:17]=2[N:18]=1, predict the reactants needed to synthesize it. The reactants are: [CH3:1][C:2]1[CH:7]=[CH:6][CH:5]=[C:4]([CH3:8])[C:3]=1B(O)O.[NH2:12][C:13]1[N:14]=[C:15]([N:24]2[CH2:29][CH2:28][N:27]([C:30](=[O:40])[CH2:31][O:32][C:33]3[CH:38]=[CH:37][C:36]([Cl:39])=[CH:35][CH:34]=3)[CH2:26][CH2:25]2)[C:16]2[N:22]=[C:21](Cl)[CH:20]=[CH:19][C:17]=2[N:18]=1. (4) Given the product [CH3:1][O:2][C:3]1[CH:12]=[C:11]2[C:6]([C@@H:7]([CH2:29][CH:28]=[CH2:27])[C@:8]([C:14]3[CH:19]=[CH:18][C:17]([O:20][CH3:21])=[CH:16][CH:15]=3)([CH3:13])[CH2:9][S:10]2)=[CH:5][CH:4]=1, predict the reactants needed to synthesize it. The reactants are: [CH3:1][O:2][C:3]1[CH:12]=[C:11]2[C:6]([C:7](=O)[C@:8]([C:14]3[CH:19]=[CH:18][C:17]([O:20][CH3:21])=[CH:16][CH:15]=3)([CH3:13])[CH2:9][S:10]2)=[CH:5][CH:4]=1.[BH4-].[Na+].[Cl-].[Na+].[CH2:27]([Si](C)(C)C)[CH:28]=[CH2:29]. (5) Given the product [C:24]1([CH3:25])[CH:23]=[CH:22][C:21]([S:17]([OH:20])(=[O:18])=[O:19])=[CH:27][CH:26]=1, predict the reactants needed to synthesize it. The reactants are: C1C=NC2C(N=1)=CC1C3CNCC(C=1C=2)C3.[S:17]([C:21]1[CH:27]=[CH:26][C:24]([CH3:25])=[CH:23][CH:22]=1)([O-:20])(=[O:19])=[O:18].C1C=NC2C(N=1)=CC1C3CNCC(C=1C=2)C3.